This data is from Reaction yield outcomes from USPTO patents with 853,638 reactions. The task is: Predict the reaction yield, written as a fraction of the theoretical maximum amount of product (1.0 means a 100% yield; for example, 0.34 means a 34% yield). (1) The reactants are [CH3:1][C:2]1[NH:3][C:4]([C:14]2[CH:19]=[CH:18][CH:17]=[CH:16][C:15]=2[N+:20]([O-:22])=[O:21])=[CH:5][C:6]=1[C:7]([O:9]C(C)(C)C)=[O:8].Cl. The catalyst is O1CCOCC1. The product is [CH3:1][C:2]1[NH:3][C:4]([C:14]2[CH:19]=[CH:18][CH:17]=[CH:16][C:15]=2[N+:20]([O-:22])=[O:21])=[CH:5][C:6]=1[C:7]([OH:9])=[O:8]. The yield is 1.00. (2) The reactants are [O:1]=[C:2]1[CH:7]([N:8]2[C:16](=[O:17])[C:15]3[C:10](=[CH:11][CH:12]=[C:13]([C:18](O)=[O:19])[CH:14]=3)[C:9]2=[O:21])[CH2:6][CH2:5][C:4](=[O:22])[NH:3]1.CN(C(ON1N=NC2C=CC=NC1=2)=[N+](C)C)C.F[P-](F)(F)(F)(F)F.C(N(CC(O)=O)CCN(CC(O)=O)CC(O)=O)CN(CC(O)=O)CC(O)=O.[NH2:74][CH2:75][CH2:76][CH2:77][CH2:78][CH2:79][CH2:80][NH:81][C:82](=[O:88])[O:83][C:84]([CH3:87])([CH3:86])[CH3:85]. The catalyst is CN(C=O)C.CCOC(C)=O. The product is [O:1]=[C:2]1[CH:7]([N:8]2[C:16](=[O:17])[C:15]3[C:10](=[CH:11][CH:12]=[C:13]([C:18]([NH:74][CH2:75][CH2:76][CH2:77][CH2:78][CH2:79][CH2:80][NH:81][C:82](=[O:88])[O:83][C:84]([CH3:85])([CH3:87])[CH3:86])=[O:19])[CH:14]=3)[C:9]2=[O:21])[CH2:6][CH2:5][C:4](=[O:22])[NH:3]1. The yield is 0.460. (3) The reactants are [I:1][C:2]1[C:6]([C:7](O)=[O:8])=[CH:5][N:4]([CH:10]2[CH2:15][CH2:14][CH2:13][CH2:12][O:11]2)[N:3]=1. The catalyst is C1COCC1. The product is [I:1][C:2]1[C:6]([CH2:7][OH:8])=[CH:5][N:4]([CH:10]2[CH2:15][CH2:14][CH2:13][CH2:12][O:11]2)[N:3]=1. The yield is 0.470. (4) The reactants are Br[C:2]1[CH:7]=[CH:6][C:5]([C:8]([OH:11])([CH3:10])[CH3:9])=[C:4]([F:12])[CH:3]=1.[CH:13]1([CH:18]([OH:21])[CH:19]=[CH2:20])[CH2:17][CH2:16][CH2:15][CH2:14]1.C([O-])(O)=O.[Na+]. The catalyst is CN1C(=O)CCC1.[NH4+].[Cl-].Cl[Pd](Cl)([P](C1C=CC=CC=1)(C1C=CC=CC=1)C1C=CC=CC=1)[P](C1C=CC=CC=1)(C1C=CC=CC=1)C1C=CC=CC=1. The product is [CH:13]1([C:18](=[O:21])[CH2:19][CH2:20][C:2]2[CH:7]=[CH:6][C:5]([C:8]([OH:11])([CH3:10])[CH3:9])=[C:4]([F:12])[CH:3]=2)[CH2:17][CH2:16][CH2:15][CH2:14]1. The yield is 0.360. (5) The reactants are [CH3:1][CH:2]1[CH2:11][C:10]2[C:5](=[CH:6][C:7]([C:12]([F:15])([F:14])[F:13])=[CH:8][CH:9]=2)[C:4](=[O:16])[NH:3]1.Br[C:18]1[CH:19]=[N:20][CH:21]=[CH:22][CH:23]=1.O1CCOCC1.P([O-])([O-])([O-])=O.[K+].[K+].[K+]. The catalyst is CCCCCC.[Cu](I)I.C(OC(=O)C)C. The product is [CH3:1][CH:2]1[CH2:11][C:10]2[C:5](=[CH:6][C:7]([C:12]([F:13])([F:15])[F:14])=[CH:8][CH:9]=2)[C:4](=[O:16])[N:3]1[C:18]1[CH:19]=[N:20][CH:21]=[CH:22][CH:23]=1. The yield is 0.411. (6) The reactants are C([Li])CCC.C(NC(C)C)(C)C.[Cl:13][C:14]1[C:19]([Cl:20])=[CH:18][N:17]=[C:16]([O:21][CH3:22])[CH:15]=1.ClC1C(Cl)=CN=C(OC)C=1[Li].[CH3:34][O:35][C:36]1[C:43]([O:44][CH3:45])=[C:42]([O:46][CH3:47])[CH:41]=[C:40]([CH3:48])[C:37]=1[CH:38]=[O:39]. The catalyst is O1CCCC1.O. The product is [CH3:34][O:35][C:36]1[C:43]([O:44][CH3:45])=[C:42]([O:46][CH3:47])[CH:41]=[C:40]([CH3:48])[C:37]=1[CH:38]([C:15]1[C:16]([O:21][CH3:22])=[N:17][CH:18]=[C:19]([Cl:20])[C:14]=1[Cl:13])[OH:39]. The yield is 0.510. (7) The reactants are [Br:1][C:2]1[CH:3]=[C:4]([NH:10][C:11]2[N:16]=[CH:15][C:14]([C:17]([NH:20][C:21](=O)[CH3:22])([CH3:19])[CH3:18])=[CH:13][CH:12]=2)[C:5](=[O:9])[N:6]([CH3:8])[CH:7]=1.Cl.[OH-].[Na+].O. The catalyst is C1COCC1. The product is [Br:1][C:2]1[CH:3]=[C:4]([NH:10][C:11]2[CH:12]=[CH:13][C:14]([C:17]([NH:20][CH2:21][CH3:22])([CH3:19])[CH3:18])=[CH:15][N:16]=2)[C:5](=[O:9])[N:6]([CH3:8])[CH:7]=1. The yield is 0.180.